Predict the product of the given reaction. From a dataset of Forward reaction prediction with 1.9M reactions from USPTO patents (1976-2016). (1) Given the reactants [ClH:1].Cl.[NH2:3][C:4](=[N:6]/[N:7]=[C:8](/[C:10]1[CH:11]=[C:12]([NH:16][C:17](=[O:27])[C:18]2[CH:23]=[CH:22][C:21]([N+:24]([O-])=O)=[CH:20][CH:19]=2)[CH:13]=[CH:14][CH:15]=1)\[CH3:9])[NH2:5].CCO.Cl, predict the reaction product. The product is: [ClH:1].[ClH:1].[NH2:24][C:21]1[CH:20]=[CH:19][C:18]([C:17]([NH:16][C:12]2[CH:13]=[CH:14][CH:15]=[C:10](/[C:8](=[N:7]/[N:6]=[C:4]([NH2:5])[NH2:3])/[CH3:9])[CH:11]=2)=[O:27])=[CH:23][CH:22]=1. (2) The product is: [F:18][C:16]1[CH:17]=[C:9]2[C:10]([C:11](=[O:12])[NH:6][CH:5]=[N:7]2)=[CH:14][CH:15]=1. Given the reactants C(O)(=O)C.[CH:5]([NH2:7])=[NH:6].N[C:9]1[CH:17]=[C:16]([F:18])[CH:15]=[CH:14][C:10]=1[C:11](O)=[O:12], predict the reaction product. (3) Given the reactants [C:1]([N:4]1[C@@H:10]([CH3:11])[C@H:9]([NH:12][C:13](=[O:25])[C@@H:14]([N:16]([CH3:24])[C:17](=[O:23])[O:18][C:19]([CH3:22])([CH3:21])[CH3:20])[CH3:15])[C:8](=[O:26])[NH:7][C:6]2[CH:27]=[CH:28][CH:29]=[CH:30][C:5]1=2)(=[O:3])[CH3:2].CS(O[CH2:36][C:37]1[C:46]2[C:41](=[CH:42][CH:43]=[CH:44][CH:45]=2)[N:40]=[CH:39][C:38]=1[CH:47]1[CH2:49][CH2:48]1)(=O)=O.C(=O)([O-])[O-].[Cs+].[Cs+].[I-].[Na+], predict the reaction product. The product is: [C:1]([N:4]1[C@@H:10]([CH3:11])[C@H:9]([NH:12][C:13](=[O:25])[C@@H:14]([N:16]([CH3:24])[C:17](=[O:23])[O:18][C:19]([CH3:22])([CH3:21])[CH3:20])[CH3:15])[C:8](=[O:26])[N:7]([CH2:36][C:37]2[C:46]3[C:41](=[CH:42][CH:43]=[CH:44][CH:45]=3)[N:40]=[CH:39][C:38]=2[CH:47]2[CH2:48][CH2:49]2)[C:6]2[CH:27]=[CH:28][CH:29]=[CH:30][C:5]1=2)(=[O:3])[CH3:2]. (4) Given the reactants [Cl:1][C:2]1[CH:31]=[C:30]([C:32]#[N:33])[CH:29]=[CH:28][C:3]=1[O:4][C@@H:5]1[C:13]2[C:8](=[CH:9][CH:10]=[CH:11][CH:12]=2)[CH2:7][C@H:6]1[N:14]1[CH2:19][CH2:18][CH2:17][C@@H:16]([NH:20][C:21](=O)OC(C)(C)C)[CH2:15]1.[H-].[Na+].CI, predict the reaction product. The product is: [Cl:1][C:2]1[CH:31]=[C:30]([CH:29]=[CH:28][C:3]=1[O:4][C@@H:5]1[C:13]2[C:8](=[CH:9][CH:10]=[CH:11][CH:12]=2)[CH2:7][C@H:6]1[N:14]1[CH2:19][CH2:18][CH2:17][C@@H:16]([NH:20][CH3:21])[CH2:15]1)[C:32]#[N:33]. (5) Given the reactants [NH2:1][C:2]1[C:3]([OH:9])=[N:4][CH:5]=[C:6]([Br:8])[CH:7]=1.C(N(CC)CC)C.[F:17][C:18]([F:29])([F:28])[C:19]1[CH:27]=[CH:26][C:22]([C:23](Cl)=[O:24])=[CH:21][CH:20]=1.C(=O)([O-])[O-].[K+].[K+], predict the reaction product. The product is: [Br:8][C:6]1[CH:7]=[C:2]([NH:1][C:23](=[O:24])[C:22]2[CH:26]=[CH:27][C:19]([C:18]([F:17])([F:28])[F:29])=[CH:20][CH:21]=2)[C:3]([OH:9])=[N:4][CH:5]=1. (6) Given the reactants [Cl:1][C:2]1[C:10]([F:11])=[CH:9][CH:8]=[CH:7][C:3]=1[C:4]([OH:6])=O.[CH3:12][C:13]1[N:18]=[CH:17][C:16]([CH:19]([CH:22]2[CH2:27][CH2:26][O:25][CH2:24][CH2:23]2)[CH2:20][NH2:21])=[CH:15][N:14]=1, predict the reaction product. The product is: [Cl:1][C:2]1[C:10]([F:11])=[CH:9][CH:8]=[CH:7][C:3]=1[C:4]([NH:21][CH2:20][CH:19]([C:16]1[CH:17]=[N:18][C:13]([CH3:12])=[N:14][CH:15]=1)[CH:22]1[CH2:23][CH2:24][O:25][CH2:26][CH2:27]1)=[O:6]. (7) The product is: [Br:19][C:3]1[CH:2]=[CH:1][C:9]2[C:8]3[CH:10]=[CH:11][CH:12]=[CH:13][C:7]=3[O:6][C:5]=2[CH:4]=1. Given the reactants [CH:1]1[C:9]2[C:8]3[CH:10]=[CH:11][CH:12]=[CH:13][C:7]=3[O:6][C:5]=2[CH:4]=[C:3](N)[CH:2]=1.N([O-])=O.[Na+].[BrH:19], predict the reaction product. (8) Given the reactants [N+:1]([C:4]1[CH:9]=[CH:8][C:7]([CH2:10][CH2:11][C:12]([OH:14])=O)=[CH:6][CH:5]=1)([O-:3])=[O:2].ClC(OCC)=O.[NH2:21][NH2:22].O, predict the reaction product. The product is: [N+:1]([C:4]1[CH:9]=[CH:8][C:7]([CH2:10][CH2:11][C:12]([NH:21][NH2:22])=[O:14])=[CH:6][CH:5]=1)([O-:3])=[O:2]. (9) Given the reactants [CH2:1]([S:3]([N:6]1[C:18]2[CH2:17][CH2:16][CH:15]([CH:19]3[CH2:24][CH2:23][O:22][CH2:21][CH2:20]3)[CH2:14][C:13]=2[C:12]2[C:7]1=[CH:8][CH:9]=[C:10]([C:25]([OH:27])=O)[CH:11]=2)(=[O:5])=[O:4])[CH3:2].[NH:28]1[CH2:32][CH2:31][C@@H:30]([OH:33])[CH2:29]1.C(N(C(C)C)C(C)C)C.CN(C(ON1N=NC2C=CC=NC1=2)=[N+](C)C)C.F[P-](F)(F)(F)(F)F, predict the reaction product. The product is: [CH2:1]([S:3]([N:6]1[C:18]2[CH2:17][CH2:16][CH:15]([CH:19]3[CH2:24][CH2:23][O:22][CH2:21][CH2:20]3)[CH2:14][C:13]=2[C:12]2[C:7]1=[CH:8][CH:9]=[C:10]([C:25]([N:28]1[CH2:32][CH2:31][C@@H:30]([OH:33])[CH2:29]1)=[O:27])[CH:11]=2)(=[O:4])=[O:5])[CH3:2]. (10) Given the reactants [C:1]1([CH2:9][NH2:10])[CH:6]=[CH:5][CH:4]=[C:3]([CH2:7][NH2:8])[CH:2]=1, predict the reaction product. The product is: [NH2:8][CH2:7][CH:3]1[CH2:4][CH2:5][CH2:6][CH:1]([CH2:9][NH2:10])[CH2:2]1.